This data is from Forward reaction prediction with 1.9M reactions from USPTO patents (1976-2016). The task is: Predict the product of the given reaction. (1) The product is: [S:8]1[CH:12]=[CH:11][C:10]([C:13]2[CH:18]=[CH:17][C:16]([CH:19]([CH2:22][C:24]([O:26][C:27]3[CH:32]=[CH:31][CH:30]=[CH:29][CH:28]=3)=[O:25])[CH2:20][NH2:21])=[CH:15][CH:14]=2)=[CH:9]1. Given the reactants FC(F)(F)C(O)=O.[S:8]1[CH:12]=[CH:11][C:10]([C:13]2[CH:18]=[CH:17][C:16]([CH:19]([CH3:22])[CH2:20][NH2:21])=[CH:15][CH:14]=2)=[CH:9]1.Cl[C:24]([O:26][C:27]1[CH:32]=[CH:31][CH:30]=[CH:29][CH:28]=1)=[O:25], predict the reaction product. (2) The product is: [Br:18][C:16]1[CH:15]=[CH:14][N:13]=[C:12]([CH:5]([C:3]#[N:4])[C:6]([N:8]([CH3:10])[CH3:9])=[O:7])[CH:17]=1.[Br:11][C:12]1[CH:19]=[N:20][CH:23]=[CH:16][C:17]=1[CH:5]([C:3]#[N:4])[C:6]([N:8]([CH3:10])[CH3:9])=[O:7]. Given the reactants [H-].[Na+].[C:3]([CH2:5][C:6]([N:8]([CH3:10])[CH3:9])=[O:7])#[N:4].[Br:11][C:12]1[CH:17]=[C:16]([Br:18])[CH:15]=[CH:14][N:13]=1.[CH3:19][N:20]([CH3:23])C=O, predict the reaction product. (3) Given the reactants [OH-].[Na+].[CH3:3][C:4]1[O:8][C:7]([C:9]2[CH:14]=[CH:13][CH:12]=[CH:11][CH:10]=2)=[N:6][C:5]=1[CH2:15][O:16][C:17]1[CH:39]=[CH:38][C:20]([CH2:21][O:22]/[N:23]=[C:24](/[C:32]2[CH:37]=[CH:36][CH:35]=[CH:34][N:33]=2)\[CH2:25][CH2:26][C:27]([O:29]CC)=[O:28])=[CH:19][CH:18]=1.CO.Cl, predict the reaction product. The product is: [CH3:3][C:4]1[O:8][C:7]([C:9]2[CH:14]=[CH:13][CH:12]=[CH:11][CH:10]=2)=[N:6][C:5]=1[CH2:15][O:16][C:17]1[CH:39]=[CH:38][C:20]([CH2:21][O:22]/[N:23]=[C:24](/[C:32]2[CH:37]=[CH:36][CH:35]=[CH:34][N:33]=2)\[CH2:25][CH2:26][C:27]([OH:29])=[O:28])=[CH:19][CH:18]=1. (4) Given the reactants Cl.[O:2]1[CH2:6][CH2:5][C:4]2[CH:7]=[C:8]([NH:11][CH3:12])[CH:9]=[CH:10][C:3]1=2.[OH-].[Na+].[Na+].[Cl-], predict the reaction product. The product is: [O:2]1[CH2:6][CH2:5][C:4]2[CH:7]=[C:8]([NH:11][CH3:12])[CH:9]=[CH:10][C:3]1=2. (5) The product is: [Cl:30][C:15]1[CH:16]=[C:17]2[C:21](=[CH:22][C:14]=1[N:11]1[CH2:10][CH2:9][N:8]([CH2:39][CH2:38][CH:37]([C:41]3[CH:46]=[CH:45][CH:44]=[CH:43][CH:42]=3)[C:31]3[CH:36]=[CH:35][CH:34]=[CH:33][CH:32]=3)[CH2:13][CH2:12]1)[C:20](=[O:23])[N:19]([CH:24]1[CH2:29][CH2:28][CH2:27][CH2:26][CH2:25]1)[CH2:18]2. Given the reactants C(OC([N:8]1[CH2:13][CH2:12][N:11]([C:14]2[CH:22]=[C:21]3[C:17]([CH2:18][N:19]([CH:24]4[CH2:29][CH2:28][CH2:27][CH2:26][CH2:25]4)[C:20]3=[O:23])=[CH:16][C:15]=2[Cl:30])[CH2:10][CH2:9]1)=O)(C)(C)C.[C:31]1([CH:37]([C:41]2[CH:46]=[CH:45][CH:44]=[CH:43][CH:42]=2)[CH2:38][CH2:39]Br)[CH:36]=[CH:35][CH:34]=[CH:33][CH:32]=1, predict the reaction product. (6) The product is: [CH3:17][C:5]([S:7]([CH2:10][CH2:11][CH:12]([CH3:13])[CH3:19])(=[O:8])=[O:9])([CH3:6])[C:4]([OH:3])=[O:18]. Given the reactants C([O:3][C:4](=[O:18])[C:5]([CH3:17])([S:7]([CH2:10][CH2:11][CH2:12][C:13](F)(F)F)(=[O:9])=[O:8])[CH3:6])C.[CH3:19][Si](C)(C)[O-].[K+].Cl, predict the reaction product. (7) Given the reactants [CH3:1][C:2]1[C:7]([N+:8]([O-:10])=[O:9])=[CH:6][CH:5]=[C:4]([CH3:11])[N:3]=1.[O:12]1CCOCC1, predict the reaction product. The product is: [CH3:1][C:2]1[N:3]=[C:4]([CH:11]=[O:12])[CH:5]=[CH:6][C:7]=1[N+:8]([O-:10])=[O:9]. (8) Given the reactants [N+:1]([C:4]1[CH:9]=[CH:8][C:7]([C:10]2[O:11][CH:12]=[CH:13][N:14]=2)=[CH:6][CH:5]=1)([O-])=O, predict the reaction product. The product is: [O:11]1[CH:12]=[CH:13][N:14]=[C:10]1[C:7]1[CH:8]=[CH:9][C:4]([NH2:1])=[CH:5][CH:6]=1. (9) Given the reactants Br[C:2]1[CH:11]=[CH:10][C:9]2[N:8]=[C:7]([NH2:12])[C:6]3[N:13]=[CH:14][N:15]([CH2:16][CH:17]([CH3:19])[CH3:18])[C:5]=3[C:4]=2[CH:3]=1.[C:20]([C:24]1[CH:29]=[CH:28][C:27](B(O)O)=[CH:26][CH:25]=1)([CH3:23])([CH3:22])[CH3:21], predict the reaction product. The product is: [C:20]([C:24]1[CH:29]=[CH:28][C:27]([C:2]2[CH:11]=[CH:10][C:9]3[N:8]=[C:7]([NH2:12])[C:6]4[N:13]=[CH:14][N:15]([CH2:16][CH:17]([CH3:19])[CH3:18])[C:5]=4[C:4]=3[CH:3]=2)=[CH:26][CH:25]=1)([CH3:23])([CH3:22])[CH3:21]. (10) Given the reactants Cl[C:2]1[CH:3]=[C:4]([C@H:8]([O:22][CH2:23][CH2:24][NH:25][C:26]([O:28][CH3:29])=[O:27])[C@@H:9]2[CH2:14][CH2:13][CH2:12][N:11]([C:15]([O:17][C:18]([CH3:21])([CH3:20])[CH3:19])=[O:16])[CH2:10]2)[CH:5]=[CH:6][CH:7]=1.[H][H], predict the reaction product. The product is: [C:4]1([C@H:8]([O:22][CH2:23][CH2:24][NH:25][C:26]([O:28][CH3:29])=[O:27])[C@@H:9]2[CH2:14][CH2:13][CH2:12][N:11]([C:15]([O:17][C:18]([CH3:20])([CH3:21])[CH3:19])=[O:16])[CH2:10]2)[CH:5]=[CH:6][CH:7]=[CH:2][CH:3]=1.